This data is from Reaction yield outcomes from USPTO patents with 853,638 reactions. The task is: Predict the reaction yield, written as a fraction of the theoretical maximum amount of product (1.0 means a 100% yield; for example, 0.34 means a 34% yield). (1) The reactants are [N:1]#N.F[C:4](F)(F)[CH:5](I)[CH2:6][CH3:7].[CH2:11]([N:18]1[CH2:23][CH2:22][C:21]([S:31]([C:34]2[CH:39]=[CH:38][C:37]([C:40]3[CH:45]=[CH:44][C:43]([O:46][C:47]([F:52])([F:51])[CH:48]([F:50])[F:49])=[CH:42][CH:41]=3)=[CH:36][CH:35]=2)(=[O:33])=[O:32])([C:24](OC(C)(C)C)=[O:25])[CH2:20][CH2:19]1)[C:12]1C=CC=C[CH:13]=1.[C:53]([O:56]CC)(=[O:55])C. The yield is 0.650. The product is [CH:11]1([N:18]2[CH2:23][CH2:22][C:21]([S:31]([C:34]3[CH:35]=[CH:36][C:37]([C:40]4[CH:41]=[CH:42][C:43]([O:46][C:47]([F:51])([F:52])[CH:48]([F:49])[F:50])=[CH:44][CH:45]=4)=[CH:38][CH:39]=3)(=[O:33])=[O:32])([C:24]([NH:1][O:56][CH:53]3[CH2:7][CH2:6][CH2:5][CH2:4][O:55]3)=[O:25])[CH2:20][CH2:19]2)[CH2:12][CH2:13]1. The catalyst is C1C=CC=CC=1.CN(C=O)C.[Cl-].[NH4+]. (2) The reactants are C[Al](C)C.[CH:5]([NH2:8])([CH3:7])[CH3:6].C[O:10][C:11](=O)[C:12]1[CH:17]=[CH:16][C:15]([O:18][CH2:19][C:20]2[C:21]([C:29]3[CH:34]=[CH:33][CH:32]=[CH:31][CH:30]=3)=[N:22][O:23][C:24]=2[C:25]([F:28])([F:27])[F:26])=[N:14][CH:13]=1.O. The catalyst is O1CCOCC1. The product is [CH:5]([NH:8][C:11](=[O:10])[C:12]1[CH:17]=[CH:16][C:15]([O:18][CH2:19][C:20]2[C:21]([C:29]3[CH:34]=[CH:33][CH:32]=[CH:31][CH:30]=3)=[N:22][O:23][C:24]=2[C:25]([F:28])([F:27])[F:26])=[N:14][CH:13]=1)([CH3:7])[CH3:6]. The yield is 0.950. (3) The yield is 0.820. The product is [NH2:1][C:2]1[C:11]([C:12]([C:17]2[CH:18]=[CH:19][C:14]([CH3:22])=[CH:15][CH:16]=2)=[O:24])=[CH:10][C:9]2[CH2:8][CH2:7][CH2:6][CH2:5][C:4]=2[N:3]=1. The reactants are [NH2:1][C:2]1[C:11]([C:12]#N)=[CH:10][C:9]2[CH2:8][CH2:7][CH2:6][CH2:5][C:4]=2[N:3]=1.[C:14]1([CH3:22])[CH:19]=[CH:18][C:17]([Mg]Br)=[CH:16][CH:15]=1.Cl.[OH-:24].[Na+]. The catalyst is O1CCCC1. (4) The reactants are [CH3:1][O:2][C:3]1[CH:8]=[CH:7][C:6]([NH:9][C:10]2[C:19]3[C:14](=[CH:15][CH:16]=[C:17]([C:20](=[O:23])[NH:21][CH3:22])[CH:18]=3)[N:13]=[CH:12][C:11]=2[C:24]([O:26]CC)=[O:25])=[CH:5][CH:4]=1.[Li+].[OH-]. The catalyst is CO.C1COCC1.O. The product is [CH3:1][O:2][C:3]1[CH:8]=[CH:7][C:6]([NH:9][C:10]2[C:19]3[C:14](=[CH:15][CH:16]=[C:17]([C:20](=[O:23])[NH:21][CH3:22])[CH:18]=3)[N:13]=[CH:12][C:11]=2[C:24]([OH:26])=[O:25])=[CH:5][CH:4]=1. The yield is 0.600. (5) The reactants are Br[C:2]1[CH:3]=[C:4]2[C:9](=[CH:10][CH:11]=1)[N:8]=[CH:7][C:6]([C:12](=[O:14])[CH3:13])=[C:5]2[NH:15][C@H:16]1[CH2:21][CH2:20][C@H:19]([N:22]([CH3:24])[CH3:23])[CH2:18][CH2:17]1.[Cl:25][C:26]1[CH:31]=[C:30](B2OC(C)(C)C(C)(C)O2)[CH:29]=[C:28]([Cl:41])[C:27]=1[OH:42]. No catalyst specified. The product is [Cl:25][C:26]1[CH:31]=[C:30]([C:2]2[CH:3]=[C:4]3[C:9](=[CH:10][CH:11]=2)[N:8]=[CH:7][C:6]([C:12](=[O:14])[CH3:13])=[C:5]3[NH:15][C@H:16]2[CH2:21][CH2:20][C@H:19]([N:22]([CH3:24])[CH3:23])[CH2:18][CH2:17]2)[CH:29]=[C:28]([Cl:41])[C:27]=1[OH:42]. The yield is 0.800.